Dataset: Forward reaction prediction with 1.9M reactions from USPTO patents (1976-2016). Task: Predict the product of the given reaction. Given the reactants [CH2:1]([N:3]([CH2:13][CH3:14])[C:4](=[O:12])[C:5]1[CH:10]=[CH:9][C:8](I)=[CH:7][CH:6]=1)[CH3:2].[Li]CCCC.[N+:20]([C:23]1[CH:24]=[C:25]([CH:28]=[CH:29][CH:30]=1)[CH:26]=[O:27])([O-:22])=[O:21].[NH4+].[Cl-], predict the reaction product. The product is: [OH:27][CH:26]([C:25]1[CH:28]=[CH:29][CH:30]=[C:23]([N+:20]([O-:22])=[O:21])[CH:24]=1)[C:8]1[CH:9]=[CH:10][C:5]([C:4]([N:3]([CH2:13][CH3:14])[CH2:1][CH3:2])=[O:12])=[CH:6][CH:7]=1.